Dataset: Full USPTO retrosynthesis dataset with 1.9M reactions from patents (1976-2016). Task: Predict the reactants needed to synthesize the given product. (1) Given the product [C:1]([O:5][C:6]([C@@H:8]1[CH2:12][CH2:11][CH2:10][N:9]1[CH2:14][CH2:15][CH2:16][OH:17])=[O:7])([CH3:4])([CH3:2])[CH3:3], predict the reactants needed to synthesize it. The reactants are: [C:1]([O:5][C:6]([C@@H:8]1[CH2:12][CH2:11][CH2:10][NH:9]1)=[O:7])([CH3:4])([CH3:3])[CH3:2].Br[CH2:14][CH2:15][CH2:16][OH:17].C([O-])([O-])=O.[K+].[K+]. (2) Given the product [ClH:13].[Br:1][C:2]1[CH:3]=[N:4][CH:5]=[C:6]([CH:10]=1)[C:7]([Cl:13])=[O:8], predict the reactants needed to synthesize it. The reactants are: [Br:1][C:2]1[CH:3]=[N:4][CH:5]=[C:6]([CH:10]=1)[C:7](O)=[O:8].S(Cl)([Cl:13])=O. (3) Given the product [CH:35]1([C:24]2[C:25]3[CH:26]=[CH:27][C:28]([C:31]([O:33][CH3:34])=[O:32])=[CH:29][C:30]=3[N:15]3[CH2:14][C:13]([C:9]([O:11][CH3:12])=[O:10])([CH3:2])[CH2:19][C:18]4[CH:20]=[CH:21][CH:22]=[CH:23][C:17]=4[C:16]=23)[CH2:40][CH2:39][CH2:38][CH2:37][CH2:36]1, predict the reactants needed to synthesize it. The reactants are: [Li+].[CH3:2]C([N-]C(C)C)C.[C:9]([CH:13]1[CH2:19][C:18]2[CH:20]=[CH:21][CH:22]=[CH:23][C:17]=2[C:16]2=[C:24]([CH:35]3[CH2:40][CH2:39][CH2:38][CH2:37][CH2:36]3)[C:25]3[CH:26]=[CH:27][C:28]([C:31]([O:33][CH3:34])=[O:32])=[CH:29][C:30]=3[N:15]2[CH2:14]1)([O:11][CH3:12])=[O:10].IC. (4) The reactants are: [Cl:1][C:2]1[C:3]([C:12]2[CH:17]=[C:16]([O:18][CH3:19])[C:15]([Cl:20])=[CH:14][C:13]=2[F:21])=[N:4][N:5]([CH3:11])[C:6]=1[C:7]([F:10])([F:9])[F:8].S(=O)(=O)(O)O.[N+:27]([O-])([OH:29])=[O:28]. Given the product [Cl:1][C:2]1[C:3]([C:12]2[C:13]([F:21])=[CH:14][C:15]([Cl:20])=[C:16]([O:18][CH3:19])[C:17]=2[N+:27]([O-:29])=[O:28])=[N:4][N:5]([CH3:11])[C:6]=1[C:7]([F:8])([F:10])[F:9], predict the reactants needed to synthesize it.